This data is from Full USPTO retrosynthesis dataset with 1.9M reactions from patents (1976-2016). The task is: Predict the reactants needed to synthesize the given product. The reactants are: [Cl:1][C:2]1[CH:3]=[CH:4][C:5]([C@@:8]([NH:27][C:28](=[O:39])OC2C=CC([N+]([O-])=O)=CC=2)([C:16]2[CH:21]=[C:20]([C:22]([F:25])([F:24])[F:23])[CH:19]=[C:18]([F:26])[CH:17]=2)[CH2:9][C:10]2[CH:15]=[CH:14][CH:13]=[CH:12][CH:11]=2)=[N:6][CH:7]=1.ClCCCl.Br.[F:45][C:46]1([F:51])[CH2:50][CH2:49][NH:48][CH2:47]1. Given the product [Cl:1][C:2]1[CH:3]=[CH:4][C:5]([C@@:8]([NH:27][C:28]([N:48]2[CH2:49][CH2:50][C:46]([F:51])([F:45])[CH2:47]2)=[O:39])([C:16]2[CH:21]=[C:20]([C:22]([F:25])([F:24])[F:23])[CH:19]=[C:18]([F:26])[CH:17]=2)[CH2:9][C:10]2[CH:11]=[CH:12][CH:13]=[CH:14][CH:15]=2)=[N:6][CH:7]=1, predict the reactants needed to synthesize it.